This data is from Forward reaction prediction with 1.9M reactions from USPTO patents (1976-2016). The task is: Predict the product of the given reaction. (1) Given the reactants Cl[CH2:2][CH2:3][CH2:4][O:5][CH:6]1[CH2:11][CH2:10][CH2:9][CH2:8][O:7]1.[CH:12]([N:15]1[CH2:20][CH2:19][CH:18]([NH:21][S:22]([CH2:25][CH2:26][NH:27][C:28]([C:30]2[S:31][C:32]([Cl:35])=[CH:33][CH:34]=2)=[O:29])(=[O:24])=[O:23])[CH2:17][CH2:16]1)([CH3:14])[CH3:13], predict the reaction product. The product is: [CH:12]([N:15]1[CH2:20][CH2:19][CH:18]([N:21]([CH2:2][CH2:3][CH2:4][O:5][CH:6]2[CH2:11][CH2:10][CH2:9][CH2:8][O:7]2)[S:22]([CH2:25][CH2:26][NH:27][C:28]([C:30]2[S:31][C:32]([Cl:35])=[CH:33][CH:34]=2)=[O:29])(=[O:23])=[O:24])[CH2:17][CH2:16]1)([CH3:14])[CH3:13].[CH:6]([O-:7])=[O:5]. (2) Given the reactants [F:1][C:2]1[CH:11]=[CH:10][C:9]([CH:12]=O)=[C:8]2[C:3]=1[C:4](=[O:15])[CH:5]=[C:6]([CH3:14])[O:7]2.[C:16]([CH:18]=[C:19]([O-])[CH3:20])#[N:17].[Na+].[NH2:23][C:24]([CH3:33])=[CH:25][C:26]([O:28][CH:29]1[CH2:32][CH2:31][CH2:30]1)=[O:27].C(O)(=O)C, predict the reaction product. The product is: [C:16]([C:18]1[CH:12]([C:9]2[CH:10]=[CH:11][C:2]([F:1])=[C:3]3[C:8]=2[O:7][C:6]([CH3:14])=[CH:5][C:4]3=[O:15])[C:25]([C:26]([O:28][CH:29]2[CH2:32][CH2:31][CH2:30]2)=[O:27])=[C:24]([CH3:33])[NH:23][C:19]=1[CH3:20])#[N:17]. (3) Given the reactants NC1C=C(C=CC=1NC)OC1C=CN=C(C(NC)=O)C=1.N([C:24]1[CH:32]=[CH:31][C:27]([C:28]([OH:30])=[O:29])=[CH:26][CH:25]=1)=C=S.IC, predict the reaction product. The product is: [C:28]([OH:30])(=[O:29])[C:27]1[CH:31]=[CH:32][CH:24]=[CH:25][CH:26]=1. (4) Given the reactants [CH2:1]([O:3][C:4](=[O:22])[CH2:5][CH:6]([C:15]1[CH:16]=[N:17][C:18]([CH3:21])=[N:19][CH:20]=1)[CH2:7][CH2:8][CH2:9][CH2:10][CH2:11][CH2:12][CH2:13][NH2:14])[CH3:2].Cl[C:24]1[N:29]=[CH:28][CH:27]=[CH:26][N:25]=1.C(N(CC)C(C)C)(C)C, predict the reaction product. The product is: [O-:3][CH2:1][CH3:2].[NH4+:14].[CH2:1]([O:3][C:4](=[O:22])[CH2:5][CH:6]([C:15]1[CH:16]=[N:17][C:18]([CH3:21])=[N:19][CH:20]=1)[CH2:7][CH2:8][CH2:9][CH2:10][CH2:11][CH2:12][CH2:13][NH:14][C:24]1[N:29]=[CH:28][CH:27]=[CH:26][N:25]=1)[CH3:2]. (5) The product is: [F:53][C:2]([F:1])([F:52])[C:3]1[CH:4]=[C:5]([CH:45]=[C:46]([C:48]([F:49])([F:51])[F:50])[CH:47]=1)[CH2:6][N:7]([CH2:23][C:24]1[C:25]([C:34]2[CH:39]=[C:38]([CH:40]([CH3:42])[CH3:41])[CH:37]=[CH:36][C:35]=2[O:43][CH3:44])=[N:26][C:27]2[C:32]([CH:33]=1)=[CH:31][CH:30]=[CH:29][CH:28]=2)[C:8]1[N:9]=[CH:10][C:11]([O:14][CH2:15][CH2:16][CH2:17][C:18]([OH:20])=[O:19])=[CH:12][N:13]=1. Given the reactants [F:1][C:2]([F:53])([F:52])[C:3]1[CH:4]=[C:5]([CH:45]=[C:46]([C:48]([F:51])([F:50])[F:49])[CH:47]=1)[CH2:6][N:7]([CH2:23][C:24]1[C:25]([C:34]2[CH:39]=[C:38]([CH:40]([CH3:42])[CH3:41])[CH:37]=[CH:36][C:35]=2[O:43][CH3:44])=[N:26][C:27]2[C:32]([CH:33]=1)=[CH:31][CH:30]=[CH:29][CH:28]=2)[C:8]1[N:13]=[CH:12][C:11]([O:14][CH2:15][CH2:16][CH2:17][C:18]([O:20]CC)=[O:19])=[CH:10][N:9]=1.[OH-].[Na+].C(OCC)C.O, predict the reaction product. (6) The product is: [F:37][C:34]1[CH:33]=[CH:32][C:31]([C:25]2[N:26]=[C:27]([CH3:30])[N:28]([CH3:29])[C:24]=2[C:9]2[CH:10]=[CH:11][C:12]3[N:13]([CH:15]=[C:16]([NH:18][C:19](=[O:21])[CH3:20])[N:17]=3)[N:14]=2)=[CH:36][CH:35]=1. Given the reactants CC1(C)C(C)(C)OB([C:9]2[CH:10]=[CH:11][C:12]3[N:13]([CH:15]=[C:16]([NH:18][C:19](=[O:21])[CH3:20])[N:17]=3)[N:14]=2)O1.Br[C:24]1[N:28]([CH3:29])[C:27]([CH3:30])=[N:26][C:25]=1[C:31]1[CH:36]=[CH:35][C:34]([F:37])=[CH:33][CH:32]=1.CN(C=O)C.C([O-])([O-])=O.[Na+].[Na+], predict the reaction product. (7) Given the reactants [C:1]([O:5][C:6]([N:8]1[CH2:12][CH2:11][C@H:10]([NH:13][C:14]2[CH:19]=[CH:18][C:17]([N+:20]([O-:22])=[O:21])=[CH:16][N:15]=2)[CH2:9]1)=[O:7])([CH3:4])([CH3:3])[CH3:2].[H-].[Na+].[CH3:25]I, predict the reaction product. The product is: [C:1]([O:5][C:6]([N:8]1[CH2:12][CH2:11][C@H:10]([N:13]([C:14]2[CH:19]=[CH:18][C:17]([N+:20]([O-:22])=[O:21])=[CH:16][N:15]=2)[CH3:25])[CH2:9]1)=[O:7])([CH3:4])([CH3:2])[CH3:3].